From a dataset of Forward reaction prediction with 1.9M reactions from USPTO patents (1976-2016). Predict the product of the given reaction. Given the reactants [Cl:1][C:2]1[CH:15]=[CH:14][C:5]([O:6][C:7]2[CH:8]=[C:9]([CH:11]=[CH:12][CH:13]=2)[NH2:10])=[CH:4][C:3]=1[CH2:16][CH3:17].[F:18][C:19]([F:32])([C:24]1[CH:25]=[C:26]([CH:29]=[CH:30][CH:31]=1)[CH2:27]Br)[C:20]([F:23])([F:22])[F:21], predict the reaction product. The product is: [Cl:1][C:2]1[CH:15]=[CH:14][C:5]([O:6][C:7]2[CH:8]=[C:9]([NH:10][CH2:27][C:26]3[CH:29]=[CH:30][CH:31]=[C:24]([C:19]([F:18])([F:32])[C:20]([F:21])([F:23])[F:22])[CH:25]=3)[CH:11]=[CH:12][CH:13]=2)=[CH:4][C:3]=1[CH2:16][CH3:17].